From a dataset of Reaction yield outcomes from USPTO patents with 853,638 reactions. Predict the reaction yield, written as a fraction of the theoretical maximum amount of product (1.0 means a 100% yield; for example, 0.34 means a 34% yield). (1) The catalyst is C(Cl)Cl. The product is [N+:1]([C:4]1[CH:5]=[CH:6][C:7]([C:10]2([CH2:13][NH:14][C:15](=[O:17])[CH3:16])[CH2:11][CH2:12]2)=[CH:8][CH:9]=1)([O-:3])=[O:2]. The reactants are [N+:1]([C:4]1[CH:9]=[CH:8][C:7]([C:10]2([CH2:13][NH2:14])[CH2:12][CH2:11]2)=[CH:6][CH:5]=1)([O-:3])=[O:2].[C:15](Cl)(=[O:17])[CH3:16]. The yield is 0.810. (2) The reactants are [OH:1][C:2]1[CH:11]=[CH:10][C:5]([C:6]([NH:8][NH2:9])=O)=[CH:4][CH:3]=1.I.CS[C:15](=[NH:28])[NH:16][C:17]1[CH:22]=[CH:21][C:20]([Cl:23])=[C:19]([C:24]([F:27])([F:26])[F:25])[CH:18]=1. The catalyst is N1C=CC=CC=1. The product is [Cl:23][C:20]1[CH:21]=[CH:22][C:17]([NH:16][C:15]2[NH:28][C:6]([C:5]3[CH:10]=[CH:11][C:2]([OH:1])=[CH:3][CH:4]=3)=[N:8][N:9]=2)=[CH:18][C:19]=1[C:24]([F:25])([F:26])[F:27]. The yield is 0.404. (3) No catalyst specified. The yield is 0.350. The reactants are [Cl:1][C:2]1[CH:7]=[C:6]([O:8][CH:9]([CH3:11])[CH3:10])[N:5]=[C:4]2[CH2:12][CH2:13][CH2:14][C:3]=12.[NH2:15][C:16]1[CH:21]=[CH:20][C:19]([CH2:22][CH2:23][OH:24])=[CH:18][CH:17]=1. The product is [ClH:1].[CH:9]([O:8][C:6]1[N:5]=[C:4]2[CH2:12][CH2:13][CH2:14][C:3]2=[C:2]([NH:15][C:16]2[CH:21]=[CH:20][C:19]([CH2:22][CH2:23][OH:24])=[CH:18][CH:17]=2)[CH:7]=1)([CH3:11])[CH3:10]. (4) The reactants are [Cl:1][C:2]1[CH:10]=[C:9]2[C:5]([CH2:6][C:7](=[O:11])[NH:8]2)=[CH:4][CH:3]=1.[Br-:12].[Br-:13].[Br-].[NH+]1C=CC=CC=1.[NH+]1C=CC=CC=1.[NH+]1C=CC=CC=1. The catalyst is CC(O)(C)C.O. The product is [Br:12][C:6]1([Br:13])[C:5]2[C:9](=[CH:10][C:2]([Cl:1])=[CH:3][CH:4]=2)[NH:8][C:7]1=[O:11]. The yield is 1.00. (5) The reactants are Br[C:2]1[CH:18]=[CH:17][C:5]([O:6][C:7]2[CH:14]=[CH:13][C:10]([C:11]#[N:12])=[C:9]([O:15][CH3:16])[N:8]=2)=[C:4]([F:19])[C:3]=1[CH:20]1[O:24][CH2:23][CH2:22][O:21]1.C([O-])(=O)C.[K+].[B:30]1([B:30]2[O:34][C:33]([CH3:36])([CH3:35])[C:32]([CH3:38])([CH3:37])[O:31]2)[O:34][C:33]([CH3:36])([CH3:35])[C:32]([CH3:38])([CH3:37])[O:31]1. The catalyst is O1CCOCC1.C1(P(C2C=CC=CC=2)[C-]2C=CC=C2)C=CC=CC=1.[C-]1(P(C2C=CC=CC=2)C2C=CC=CC=2)C=CC=C1.[Fe+2].Cl[Pd]Cl. The product is [O:21]1[CH2:22][CH2:23][O:24][CH:20]1[C:3]1[C:4]([F:19])=[C:5]([CH:17]=[CH:18][C:2]=1[B:30]1[O:34][C:33]([CH3:36])([CH3:35])[C:32]([CH3:38])([CH3:37])[O:31]1)[O:6][C:7]1[CH:14]=[CH:13][C:10]([C:11]#[N:12])=[C:9]([O:15][CH3:16])[N:8]=1. The yield is 0.850.